This data is from Reaction yield outcomes from USPTO patents with 853,638 reactions. The task is: Predict the reaction yield, written as a fraction of the theoretical maximum amount of product (1.0 means a 100% yield; for example, 0.34 means a 34% yield). (1) The reactants are [CH2:1]([O:3][C:4]1[C:8]([CH2:9][CH2:10][CH2:11][OH:12])=[CH:7][N:6]([C:13]2[CH:18]=[CH:17][C:16]([C:19]([F:22])([F:21])[F:20])=[CH:15][CH:14]=2)[N:5]=1)[CH3:2].O[C:24]1[CH:28]=[C:27]([CH2:29][CH2:30][C:31]([O:33]CC)=[O:32])[N:26]([C:36]2[CH:41]=[CH:40][CH:39]=[CH:38][CH:37]=2)[N:25]=1.C(P(CCCC)CCCC)CCC.N(C(N1CCCCC1)=O)=NC(N1CCCCC1)=O. The catalyst is O1CCCC1. The product is [CH2:1]([O:3][C:4]1[C:8]([CH2:9][CH2:10][CH2:11][O:12][C:24]2[CH:28]=[C:27]([CH2:29][CH2:30][C:31]([OH:33])=[O:32])[N:26]([C:36]3[CH:41]=[CH:40][CH:39]=[CH:38][CH:37]=3)[N:25]=2)=[CH:7][N:6]([C:13]2[CH:18]=[CH:17][C:16]([C:19]([F:21])([F:22])[F:20])=[CH:15][CH:14]=2)[N:5]=1)[CH3:2]. The yield is 0.380. (2) The reactants are [OH:1][C:2]1[CH:11]=[CH:10][C:5]([C:6]([NH:8][NH2:9])=[O:7])=[CH:4][CH:3]=1.[CH3:12][C:13]1[CH:14]=[C:15]([CH:19]=O)[O:16][C:17]=1[CH3:18]. The catalyst is C(O)(=O)C.CCO. The product is [CH3:12][C:13]1[CH:14]=[C:15]([CH:19]=[N:9][NH:8][C:6](=[O:7])[C:5]2[CH:10]=[CH:11][C:2]([OH:1])=[CH:3][CH:4]=2)[O:16][C:17]=1[CH3:18]. The yield is 0.900. (3) The reactants are N[C:2]1[C:7]([O:8][C:9]2[CH:14]=[C:13]([F:15])[C:12]([CH2:16][CH3:17])=[CH:11][C:10]=2[OH:18])=[CH:6][CH:5]=[CH:4][N:3]=1.[F:19][B-](F)(F)F.[H+].N([O-])=O.[Na+]. The catalyst is C(O)(=O)C. The product is [CH2:16]([C:12]1[C:13]([F:15])=[CH:14][C:9]([O:8][C:7]2[C:2]([F:19])=[N:3][CH:4]=[CH:5][CH:6]=2)=[C:10]([OH:18])[CH:11]=1)[CH3:17]. The yield is 0.176. (4) The reactants are Br[C:2]1[N:7]=[N:6][C:5]([NH2:8])=[N:4][C:3]=1[C:9]1[CH:14]=[CH:13][C:12]([F:15])=[CH:11][CH:10]=1.[Cl:16][C:17]1[CH:22]=[C:21](B2OC(C)(C)C(C)(C)O2)[CH:20]=[C:19]([CH3:32])[N:18]=1.C([O-])([O-])=O.[K+].[K+]. The product is [Cl:16][C:17]1[CH:22]=[C:21]([C:2]2[N:7]=[N:6][C:5]([NH2:8])=[N:4][C:3]=2[C:9]2[CH:14]=[CH:13][C:12]([F:15])=[CH:11][CH:10]=2)[CH:20]=[C:19]([CH3:32])[N:18]=1. The catalyst is O1CCOCC1.O. The yield is 0.610.